Dataset: Catalyst prediction with 721,799 reactions and 888 catalyst types from USPTO. Task: Predict which catalyst facilitates the given reaction. Reactant: [F:1][C:2]1[N:7]=[C:6]([C:8]([NH2:10])=O)[CH:5]=[C:4]([C:11]([F:14])([F:13])[F:12])[CH:3]=1.[C:15](N1C=CN=C1)(N1C=CN=C1)=[O:16].[N:27]12CCCN=C1CCCCC2.Cl.[OH2:39]. Product: [F:1][C:2]1[N:7]=[C:6]([C:8]2[NH:27][O:39][C:15](=[O:16])[N:10]=2)[CH:5]=[C:4]([C:11]([F:14])([F:13])[F:12])[CH:3]=1. The catalyst class is: 7.